From a dataset of Catalyst prediction with 721,799 reactions and 888 catalyst types from USPTO. Predict which catalyst facilitates the given reaction. (1) Reactant: [Cl:1][C:2]1[CH:7]=[C:6]([Cl:8])[CH:5]=[CH:4][C:3]=1[OH:9].[CH3:10][CH:11]1[CH2:15][CH2:14][CH2:13][NH:12]1.[CH2:16]=O. Product: [Cl:1][C:2]1[CH:7]=[C:6]([Cl:8])[CH:5]=[C:4]([CH2:16][N:12]2[CH2:13][CH2:14][CH2:15][CH:11]2[CH3:10])[C:3]=1[OH:9]. The catalyst class is: 40. (2) Reactant: [OH:1][NH:2][C:3]([C:5]1[CH:22]=[N:21][C:20]2[N:19]3[CH2:23][C@@H:24]([CH3:28])[O:25][C@@H:26]([CH3:27])[C@@H:18]3[C:9]3([C:14](=[O:15])[NH:13][C:12](=[O:16])[NH:11][C:10]3=[O:17])[CH2:8][C:7]=2[CH:6]=1)=[NH:4].[C:29](OC(=O)C)(=O)[CH3:30]. Product: [CH3:27][C@H:26]1[C@@H:18]2[C:9]3([CH2:8][C:7]4[CH:6]=[C:5]([C:3]5[N:4]=[C:29]([CH3:30])[O:1][N:2]=5)[CH:22]=[N:21][C:20]=4[N:19]2[CH2:23][C@@H:24]([CH3:28])[O:25]1)[C:14](=[O:15])[NH:13][C:12](=[O:16])[NH:11][C:10]3=[O:17]. The catalyst class is: 12. (3) Reactant: C[O:2][C:3]1[CH:8]=[CH:7][N:6]=[CH:5][CH:4]=1.[C:9]1([Mg]Br)[CH:14]=[CH:13][CH:12]=[CH:11][CH:10]=1.O1CCCC1.Cl[C:23]([O:25][CH2:26][C:27]1[CH:32]=[CH:31][CH:30]=[CH:29][CH:28]=1)=[O:24].C(O)(=O)CC(CC(O)=O)(C(O)=O)O. Product: [CH2:26]([O:25][C:23]([N:6]1[CH:7]=[CH:8][C:3](=[O:2])[CH2:4][CH:5]1[C:9]1[CH:14]=[CH:13][CH:12]=[CH:11][CH:10]=1)=[O:24])[C:27]1[CH:32]=[CH:31][CH:30]=[CH:29][CH:28]=1. The catalyst class is: 7.